From a dataset of NCI-60 drug combinations with 297,098 pairs across 59 cell lines. Regression. Given two drug SMILES strings and cell line genomic features, predict the synergy score measuring deviation from expected non-interaction effect. Drug 1: CC1OCC2C(O1)C(C(C(O2)OC3C4COC(=O)C4C(C5=CC6=C(C=C35)OCO6)C7=CC(=C(C(=C7)OC)O)OC)O)O. Drug 2: C1CC(=O)NC(=O)C1N2C(=O)C3=CC=CC=C3C2=O. Cell line: BT-549. Synergy scores: CSS=26.9, Synergy_ZIP=-0.722, Synergy_Bliss=-2.95, Synergy_Loewe=-17.7, Synergy_HSA=-2.62.